This data is from Catalyst prediction with 721,799 reactions and 888 catalyst types from USPTO. The task is: Predict which catalyst facilitates the given reaction. The catalyst class is: 5. Reactant: [F:1][C@H:2]1[C@@H:7]([O:8][C:9]2[CH:16]=[CH:15][C:14]([C:17]3[N:22]=[C:21]([NH:23][C:24]4[CH:29]=[CH:28][C:27]([N:30]5[CH2:35][CH2:34][NH:33][CH2:32][CH2:31]5)=[CH:26][CH:25]=4)[N:20]=[CH:19][N:18]=3)=[CH:13][C:10]=2[C:11]#[N:12])[CH2:6][CH2:5][N:4]([C:36](=[O:40])[C@@H:37]([OH:39])[CH3:38])[CH2:3]1.C=O.[C:43](O[BH-](OC(=O)C)OC(=O)C)(=O)C.[Na+]. Product: [F:1][C@H:2]1[C@@H:7]([O:8][C:9]2[CH:16]=[CH:15][C:14]([C:17]3[N:22]=[C:21]([NH:23][C:24]4[CH:25]=[CH:26][C:27]([N:30]5[CH2:31][CH2:32][N:33]([CH3:43])[CH2:34][CH2:35]5)=[CH:28][CH:29]=4)[N:20]=[CH:19][N:18]=3)=[CH:13][C:10]=2[C:11]#[N:12])[CH2:6][CH2:5][N:4]([C:36](=[O:40])[C@@H:37]([OH:39])[CH3:38])[CH2:3]1.